Dataset: Full USPTO retrosynthesis dataset with 1.9M reactions from patents (1976-2016). Task: Predict the reactants needed to synthesize the given product. Given the product [F:18][C:12]1[C:13]([F:17])=[CH:14][CH:15]=[CH:16][C:11]=1[CH:3]1[CH2:1][NH:2][C:6](=[O:7])[CH2:5][CH2:4]1, predict the reactants needed to synthesize it. The reactants are: [C:1]([CH:3]([C:11]1[CH:16]=[CH:15][CH:14]=[C:13]([F:17])[C:12]=1[F:18])[CH2:4][CH2:5][C:6](OCC)=[O:7])#[N:2].